From a dataset of Forward reaction prediction with 1.9M reactions from USPTO patents (1976-2016). Predict the product of the given reaction. (1) Given the reactants C(O)(C(F)(F)F)=O.[CH:8]1([CH2:11][O:12][C:13]2[CH:14]=[C:15]([C@@H:23]([O:34][C:35](=[O:52])[C:36]3[CH:41]=[CH:40][CH:39]=[C:38]([CH:42]=[O:43])[C:37]=3[O:44]CC3C=CC=CC=3)[CH2:24][C:25]3[C:30]([Cl:31])=[CH:29][N+:28]([O-:32])=[CH:27][C:26]=3[Cl:33])[CH:16]=[CH:17][C:18]=2[O:19][CH:20]([F:22])[F:21])[CH2:10][CH2:9]1, predict the reaction product. The product is: [CH:8]1([CH2:11][O:12][C:13]2[CH:14]=[C:15]([C@@H:23]([O:34][C:35](=[O:52])[C:36]3[CH:41]=[CH:40][CH:39]=[C:38]([CH:42]=[O:43])[C:37]=3[OH:44])[CH2:24][C:25]3[C:30]([Cl:31])=[CH:29][N+:28]([O-:32])=[CH:27][C:26]=3[Cl:33])[CH:16]=[CH:17][C:18]=2[O:19][CH:20]([F:21])[F:22])[CH2:10][CH2:9]1. (2) Given the reactants [C:1]1(P([C:1]2[CH:6]=CC=[CH:3][CH:2]=2)[C:1]2[CH:6]=CC=[CH:3][CH:2]=2)[CH:6]=CC=[CH:3][CH:2]=1.C(N(CC)CC)C.[CH2:27]([NH:34][CH2:35][C:36]1([OH:49])[CH2:41][CH2:40][N:39]([C:42]([O:44][C:45]([CH3:48])([CH3:47])[CH3:46])=[O:43])[CH2:38][CH2:37]1)[C:28]1[CH:33]=[CH:32][CH:31]=[CH:30][CH:29]=1.C(OC/C=C\CCC([O-])=O)(=O)C, predict the reaction product. The product is: [CH2:27]([N:34]1[CH2:35][C:36]2([CH2:41][CH2:40][N:39]([C:42]([O:44][C:45]([CH3:46])([CH3:48])[CH3:47])=[O:43])[CH2:38][CH2:37]2)[O:49][CH:2]([CH:1]=[CH2:6])[CH2:3]1)[C:28]1[CH:33]=[CH:32][CH:31]=[CH:30][CH:29]=1. (3) Given the reactants Br[CH2:2][C:3]1[N:8]([CH2:9][CH2:10][C:11]2[CH:23]=[CH:22][C:14]([C:15]([O:17][C:18]([CH3:21])([CH3:20])[CH3:19])=[O:16])=[CH:13][CH:12]=2)[C:7](=[O:24])[C:6]([Cl:25])=[CH:5][C:4]=1[Cl:26].C(=O)([O-])[O-].[K+].[K+].[CH3:33][NH:34][C:35]1[S:36][C:37]([CH3:40])=[CH:38][N:39]=1.CN1C(=O)CCC1, predict the reaction product. The product is: [Cl:25][C:6]1[C:7](=[O:24])[N:8]([CH2:9][CH2:10][C:11]2[CH:23]=[CH:22][C:14]([C:15]([O:17][C:18]([CH3:21])([CH3:20])[CH3:19])=[O:16])=[CH:13][CH:12]=2)[C:3]([CH2:2][N:34]([CH3:33])[C:35]2[S:36][C:37]([CH3:40])=[CH:38][N:39]=2)=[C:4]([Cl:26])[CH:5]=1. (4) Given the reactants [NH:1]1[CH2:6][CH2:5][NH:4][CH2:3][CH2:2]1.[Cl:7][C:8]1[C:17](Cl)=[N:16][C:15]2[C:10](=[CH:11][C:12]([Cl:20])=[C:13]([Cl:19])[CH:14]=2)[N:9]=1, predict the reaction product. The product is: [N:1]1([C:17]2[C:8]([Cl:7])=[N:9][C:10]3[C:15]([N:16]=2)=[CH:14][C:13]([Cl:19])=[C:12]([Cl:20])[CH:11]=3)[CH2:6][CH2:5][NH:4][CH2:3][CH2:2]1. (5) Given the reactants [C:1]([C:3]1[CH:4]=[CH:5][C:6]([S:9][C:10]2[CH:11]=[C:12]([CH:16]=[CH:17][CH:18]=2)[C:13](O)=[O:14])=[N:7][CH:8]=1)#[N:2].[BH4-].[Na+].O, predict the reaction product. The product is: [OH:14][CH2:13][C:12]1[CH:11]=[C:10]([S:9][C:6]2[CH:5]=[CH:4][C:3]([C:1]#[N:2])=[CH:8][N:7]=2)[CH:18]=[CH:17][CH:16]=1. (6) Given the reactants [CH3:1][O:2][C:3](=[O:47])[CH2:4][C:5]1[CH:10]=[C:9]([C:11]([F:14])([F:13])[F:12])[CH:8]=[CH:7][C:6]=1[C:15]#[C:16][C:17]1[C:22]([C:23]([F:26])([F:25])[F:24])=[CH:21][N:20]=[C:19]([NH:27][C:28]2[CH:33]=[CH:32][C:31]([CH:34]3[CH2:39][CH2:38][N:37]([C:40]([O:42][C:43]([CH3:46])([CH3:45])[CH3:44])=[O:41])[CH2:36][CH2:35]3)=[CH:30][CH:29]=2)[N:18]=1.OCC1(OC[C@@H](O)[C@@H](O)[C@H]1O)O, predict the reaction product. The product is: [CH3:1][O:2][C:3](=[O:47])[CH2:4][C:5]1[CH:10]=[C:9]([C:11]([F:12])([F:13])[F:14])[CH:8]=[CH:7][C:6]=1[CH2:15][CH2:16][C:17]1[C:22]([C:23]([F:25])([F:26])[F:24])=[CH:21][N:20]=[C:19]([NH:27][C:28]2[CH:33]=[CH:32][C:31]([CH:34]3[CH2:39][CH2:38][N:37]([C:40]([O:42][C:43]([CH3:46])([CH3:45])[CH3:44])=[O:41])[CH2:36][CH2:35]3)=[CH:30][CH:29]=2)[N:18]=1. (7) Given the reactants C([O:3][C:4]([C:6]1([NH:15][C:16]([C:18]2[S:22][C:21]3[CH:23]=[CH:24][CH:25]=[CH:26][C:20]=3[CH:19]=2)=[O:17])[CH2:14][C:13]2[C:8](=[CH:9][CH:10]=[CH:11][CH:12]=2)[CH2:7]1)=[O:5])C.O1CCOCC1.CO.[Li+].[OH-], predict the reaction product. The product is: [S:22]1[C:18]([C:16]([NH:15][C:6]2([C:4]([OH:5])=[O:3])[CH2:14][C:13]3[C:8](=[CH:9][CH:10]=[CH:11][CH:12]=3)[CH2:7]2)=[O:17])=[CH:19][C:20]2[CH:26]=[CH:25][CH:24]=[CH:23][C:21]1=2. (8) Given the reactants Cl.[CH3:2][C:3]1[CH:12]=[CH:11][CH:10]=[C:9]2[C:4]=1[CH:5]=[C:6]([CH:14]1[CH2:19][CH2:18][NH:17][CH2:16][CH2:15]1)[NH:7][C:8]2=[O:13].Br[CH2:21][CH2:22][CH2:23][OH:24], predict the reaction product. The product is: [CH3:2][C:3]1[CH:12]=[CH:11][CH:10]=[C:9]2[C:4]=1[CH:5]=[C:6]([CH:14]1[CH2:19][CH2:18][N:17]([CH2:21][CH2:22][CH2:23][OH:24])[CH2:16][CH2:15]1)[NH:7][C:8]2=[O:13]. (9) Given the reactants [C:1]([O:7][C:8]1[CH:9]=[C:10]2[C:14](=[C:15]([O:17][C:18]3[CH:23]=[CH:22][C:21]([S:24]([CH3:27])(=[O:26])=[O:25])=[CH:20][CH:19]=3)[CH:16]=1)[N:13]([CH2:28][O:29][CH3:30])[N:12]=[C:11]2Br)(=[O:6])[C:2]([CH3:5])([CH3:4])[CH3:3].[NH2:32][C:33]1[CH:37]=[CH:36][N:35]([CH3:38])[N:34]=1.C1(P(C2C=CC=CC=2)C2C3OC4C(=CC=CC=4P(C4C=CC=CC=4)C4C=CC=CC=4)C(C)(C)C=3C=CC=2)C=CC=CC=1.C(=O)([O-])[O-].[Cs+].[Cs+], predict the reaction product. The product is: [C:1]([O:7][C:8]1[CH:9]=[C:10]2[C:14](=[C:15]([O:17][C:18]3[CH:23]=[CH:22][C:21]([S:24]([CH3:27])(=[O:26])=[O:25])=[CH:20][CH:19]=3)[CH:16]=1)[N:13]([CH2:28][O:29][CH3:30])[N:12]=[C:11]2[NH:32][C:33]1[CH:37]=[CH:36][N:35]([CH3:38])[N:34]=1)(=[O:6])[C:2]([CH3:5])([CH3:4])[CH3:3]. (10) Given the reactants CC1(C)C(C)(C)OB([C:9]2[CH:10]=[C:11]([C:31]([F:34])([F:33])[F:32])[C:12]([O:15][CH2:16][CH2:17][CH:18]3[CH2:23][CH2:22][N:21]([C:24]([O:26][C:27]([CH3:30])([CH3:29])[CH3:28])=[O:25])[CH2:20][CH2:19]3)=[N:13][CH:14]=2)O1.[NH2:36][C:37]1[C:38]([C:46]#[N:47])=[N:39][C:40](Cl)=[CH:41][C:42]=1[NH:43][CH3:44].C1(P(C2CCCCC2)C2CCCCC2)CCCCC1.P([O-])([O-])([O-])=O.[K+].[K+].[K+], predict the reaction product. The product is: [NH2:36][C:37]1[C:42]([NH:43][CH3:44])=[CH:41][C:40]([C:9]2[CH:14]=[N:13][C:12]([O:15][CH2:16][CH2:17][CH:18]3[CH2:19][CH2:20][N:21]([C:24]([O:26][C:27]([CH3:30])([CH3:28])[CH3:29])=[O:25])[CH2:22][CH2:23]3)=[C:11]([C:31]([F:32])([F:33])[F:34])[CH:10]=2)=[N:39][C:38]=1[C:46]#[N:47].